Dataset: Forward reaction prediction with 1.9M reactions from USPTO patents (1976-2016). Task: Predict the product of the given reaction. (1) Given the reactants Br[C:2]1[CH:3]=[C:4]2[C:8](=[CH:9][CH:10]=1)[NH:7][CH:6]=[CH:5]2.[O:11]1[CH2:16][CH2:15][CH2:14][CH2:13][CH:12]1[N:17]1[CH:21]=[C:20](C2OC(C)(C)C(C)(C)O2)[CH:19]=[N:18]1.C([O-])([O-])=O.[Cs+].[Cs+].C(Cl)Cl, predict the reaction product. The product is: [O:11]1[CH2:16][CH2:15][CH2:14][CH2:13][CH:12]1[N:17]1[CH:21]=[C:20]([C:2]2[CH:3]=[C:4]3[C:8](=[CH:9][CH:10]=2)[NH:7][CH:6]=[CH:5]3)[CH:19]=[N:18]1. (2) Given the reactants [Br:1][C:2]1[CH:7]=[CH:6][C:5](/[CH:8]=[CH:9]/C(O)=O)=[CH:4][C:3]=1[O:13][CH3:14].CC[N:17]([CH2:20]C)CC.C1(P(N=[N+]=[N-])(C2C=CC=CC=2)=[O:29])C=CC=CC=1, predict the reaction product. The product is: [Br:1][C:2]1[CH:7]=[C:6]2[C:5]([CH:8]=[CH:9][NH:17][C:20]2=[O:29])=[CH:4][C:3]=1[O:13][CH3:14]. (3) The product is: [Cl:35][C:31]1[C:30]([C:36]([F:37])([F:38])[F:39])=[C:29]([CH:34]=[CH:33][CH:32]=1)[CH2:28][N:7]1[C:6](=[O:8])[C:5]([C:9]([O:11][CH2:12][CH3:13])=[O:10])=[CH:4][N:3]([C:14]2[CH:22]=[C:21]3[C:17]([C:18]([CH3:25])([CH3:26])[C:19](=[O:24])[N:20]3[CH3:23])=[CH:16][CH:15]=2)[C:2]1=[O:1]. Given the reactants [O:1]=[C:2]1[NH:7][C:6](=[O:8])[C:5]([C:9]([O:11][CH2:12][CH3:13])=[O:10])=[CH:4][N:3]1[C:14]1[CH:22]=[C:21]2[C:17]([C:18]([CH3:26])([CH3:25])[C:19](=[O:24])[N:20]2[CH3:23])=[CH:16][CH:15]=1.Br[CH2:28][C:29]1[CH:34]=[CH:33][CH:32]=[C:31]([Cl:35])[C:30]=1[C:36]([F:39])([F:38])[F:37].C(=O)([O-])[O-].[K+].[K+].[I-].[K+], predict the reaction product.